This data is from Full USPTO retrosynthesis dataset with 1.9M reactions from patents (1976-2016). The task is: Predict the reactants needed to synthesize the given product. Given the product [C:1]([NH:7][C:8]1[N:9]=[C:10]([C:33]2[N:32]=[CH:31][NH:30][N:29]=2)[C:11]2[CH:17]=[C:16]([C:18]3[CH:23]=[CH:22][C:21]([O:24][CH3:25])=[C:20]([O:26][CH3:27])[CH:19]=3)[CH:15]=[N:14][C:12]=2[N:13]=1)(=[O:6])[C:2]([CH3:3])([CH3:4])[CH3:5], predict the reactants needed to synthesize it. The reactants are: [C:1]([NH:7][C:8]1[NH:9][C:10](=O)[C:11]2[CH:17]=[C:16]([C:18]3[CH:23]=[CH:22][C:21]([O:24][CH3:25])=[C:20]([O:26][CH3:27])[CH:19]=3)[CH:15]=[N:14][C:12]=2[N:13]=1)(=[O:6])[C:2]([CH3:5])([CH3:4])[CH3:3].[NH:29]1[CH:33]=[N:32][CH:31]=[N:30]1.C(N(CC)CC)C.O=P(Cl)(Cl)Cl.